Dataset: Reaction yield outcomes from USPTO patents with 853,638 reactions. Task: Predict the reaction yield, written as a fraction of the theoretical maximum amount of product (1.0 means a 100% yield; for example, 0.34 means a 34% yield). (1) The reactants are [F:1][C:2]([F:25])([F:24])[C:3]1[CH:4]=[C:5]([CH:21]=[CH:22][CH:23]=1)[CH2:6][CH:7]1[CH2:12][CH:11]([C:13]([O:15]C)=[O:14])[CH2:10][CH2:9][N:8]1[C:17]([O:19][CH3:20])=[O:18].[Li+].[Br-].C(N(CC)CC)C.Cl. The catalyst is C(#N)C.O.C(OCC)(=O)C. The product is [CH3:20][O:19][C:17]([N:8]1[CH2:9][CH2:10][CH:11]([C:13]([OH:15])=[O:14])[CH2:12][CH:7]1[CH2:6][C:5]1[CH:21]=[CH:22][CH:23]=[C:3]([C:2]([F:25])([F:24])[F:1])[CH:4]=1)=[O:18]. The yield is 0.990. (2) The yield is 0.910. The catalyst is Br.C(O)(=O)C. The product is [Cl:45][C:42]1[CH:43]=[CH:44][C:39]([N:4]([C@H:5]2[C:14]3[C:9](=[CH:10][CH:11]=[CH:12][CH:13]=3)[N:8]([C:15](=[O:16])[C:17]3[CH:18]=[CH:19][C:20]([CH:23]4[CH2:27][CH2:26][CH2:25][NH:24]4)=[CH:21][CH:22]=3)[C@@H:7]([CH3:38])[CH2:6]2)[C:1](=[O:3])[CH3:2])=[CH:40][CH:41]=1. The reactants are [C:1]([N:4]([C:39]1[CH:44]=[CH:43][C:42]([Cl:45])=[CH:41][CH:40]=1)[C@H:5]1[C:14]2[C:9](=[CH:10][CH:11]=[CH:12][CH:13]=2)[N:8]([C:15]([C:17]2[CH:22]=[CH:21][C:20]([CH:23]3[CH2:27][CH2:26][CH2:25][N:24]3C(OCC3C=CC=CC=3)=O)=[CH:19][CH:18]=2)=[O:16])[C@@H:7]([CH3:38])[CH2:6]1)(=[O:3])[CH3:2]. (3) The product is [C:25]([NH:1][C:2]1[CH:11]=[C:10]2[C:5]([CH:6]=[CH:7][CH:8]=[C:9]2[CH:12]2[CH2:16][CH2:15][N:14]([CH3:17])[CH2:13]2)=[CH:4][CH:3]=1)(=[O:32])[C:26]1[CH:31]=[CH:30][CH:29]=[CH:28][CH:27]=1. The catalyst is O1CCCC1. The yield is 0.280. The reactants are [NH2:1][C:2]1[CH:11]=[C:10]2[C:5]([CH:6]=[CH:7][CH:8]=[C:9]2[CH:12]2[CH2:16][CH2:15][N:14]([CH3:17])[CH2:13]2)=[CH:4][CH:3]=1.C(N(CC)CC)C.[C:25](Cl)(=[O:32])[C:26]1[CH:31]=[CH:30][CH:29]=[CH:28][CH:27]=1. (4) The reactants are [C:1]([O:5][C:6]([NH:8][C@@H:9]([CH2:15]I)[CH2:10][C:11]([O:13][CH3:14])=[O:12])=[O:7])([CH3:4])([CH3:3])[CH3:2].I[C:18]1[CH:19]=[C:20]([CH:22]=[CH:23][C:24]=1[O:25][CH3:26])[NH2:21].C1(C)C=CC=CC=1P(C1C=CC=CC=1C)C1C=CC=CC=1C. The catalyst is [Zn]. The product is [NH2:21][C:20]1[CH:19]=[CH:18][C:24]([O:25][CH3:26])=[C:23]([CH2:15][C@H:9]([NH:8][C:6]([O:5][C:1]([CH3:4])([CH3:3])[CH3:2])=[O:7])[CH2:10][C:11]([O:13][CH3:14])=[O:12])[CH:22]=1. The yield is 0.660. (5) The reactants are [NH2:1][C@@H:2]([CH:6]([CH3:8])[CH3:7])[C:3]([OH:5])=[O:4].[OH-].[Na+].Cl[C:12]([O:14][CH3:15])=[O:13]. The catalyst is O1CCOCC1. The product is [CH3:15][O:14][C:12]([NH:1][C@@H:2]([CH:6]([CH3:8])[CH3:7])[C:3]([OH:5])=[O:4])=[O:13]. The yield is 0.940. (6) The catalyst is C(O)C. The yield is 0.820. The reactants are [C:1]([O:5][C:6]([NH:8][CH2:9][C:10]1[C:11]([CH2:35][CH:36]([CH3:38])[CH3:37])=[N:12][C:13]([CH3:34])=[C:14]([C:26]=1[C:27]1[CH:32]=[CH:31][C:30]([CH3:33])=[CH:29][CH:28]=1)[C:15]([O:17][CH2:18][CH2:19][CH2:20][C:21]([O:23]CC)=[O:22])=[O:16])=[O:7])([CH3:4])([CH3:3])[CH3:2].[OH-].[Na+].Cl. The product is [C:1]([O:5][C:6]([NH:8][CH2:9][C:10]1[C:26]([C:27]2[CH:32]=[CH:31][C:30]([CH3:33])=[CH:29][CH:28]=2)=[C:14]([C:15]([O:17][CH2:18][CH2:19][CH2:20][C:21]([OH:23])=[O:22])=[O:16])[C:13]([CH3:34])=[N:12][C:11]=1[CH2:35][CH:36]([CH3:37])[CH3:38])=[O:7])([CH3:2])([CH3:3])[CH3:4]. (7) The catalyst is CO. The yield is 0.760. The product is [S:21]([C:18]1[CH:19]=[CH:20][C:15]([CH3:25])=[CH:16][CH:17]=1)([OH:24])(=[O:23])=[O:22].[CH3:3][NH:5][CH2:7][CH2:8][CH2:9][CH2:10][CH:11]=[CH2:12]. The reactants are FC(F)(F)[C:3]([N:5]([CH2:7][CH2:8][CH2:9][CH2:10][CH:11]=[CH2:12])C)=O.[C:15]1([CH3:25])[CH:20]=[CH:19][C:18]([S:21]([OH:24])(=[O:23])=[O:22])=[CH:17][CH:16]=1. (8) The product is [C:1]([C:3]1([C:4]2[CH:5]=[C:6]([CH:11]=[CH:12][CH:13]=2)[C:7]([O:9][CH3:10])=[O:8])[CH2:18][CH2:17]1)#[N:2]. The yield is 0.760. The reactants are [C:1]([CH2:3][C:4]1[CH:5]=[C:6]([CH:11]=[CH:12][CH:13]=1)[C:7]([O:9][CH3:10])=[O:8])#[N:2].[H-].[Na+].Br[CH2:17][CH2:18]Br. The catalyst is CS(C)=O.O. (9) The reactants are Cl[CH2:2][CH2:3][CH2:4][CH2:5][CH:6]([C:15]1O[C:17]([C:20]2[CH:25]=[CH:24][C:23]([C:26]3[O:30][C:29]([CH3:31])=[N:28][CH:27]=3)=[C:22]([O:32][CH3:33])[CH:21]=2)=[N:18][N:19]=1)[C:7]1[CH:12]=[CH:11][C:10]([Cl:13])=[C:9]([Cl:14])[CH:8]=1.[N-:34]=[N+]=[N-].[Na+].C1(P(C2C=CC=CC=2)C2C=CC=CC=2)C=CC=CC=1. The catalyst is CS(C)=O.C1COCC1.O. The product is [Cl:14][C:9]1[CH:8]=[C:7]([CH:6]2[CH2:5][CH2:4][CH2:3][CH2:2][N:34]3[C:17]([C:20]4[CH:25]=[CH:24][C:23]([C:26]5[O:30][C:29]([CH3:31])=[N:28][CH:27]=5)=[C:22]([O:32][CH3:33])[CH:21]=4)=[N:18][N:19]=[C:15]23)[CH:12]=[CH:11][C:10]=1[Cl:13]. The yield is 0.0200.